Dataset: Reaction yield outcomes from USPTO patents with 853,638 reactions. Task: Predict the reaction yield, written as a fraction of the theoretical maximum amount of product (1.0 means a 100% yield; for example, 0.34 means a 34% yield). (1) The reactants are [OH:1][CH2:2][C@H:3]1[C@@:7]([CH3:9])([OH:8])[CH:6]=[CH:5][CH2:4]1.C(=O)(O)[O-:11].[Na+].ClC1C=CC=C(C(OO)=O)C=1. The catalyst is C(Cl)Cl. The product is [OH:1][CH2:2][C@@H:3]1[CH2:4][C@H:5]2[C@H:6]([O:11]2)[C@:7]1([CH3:9])[OH:8]. The yield is 0.980. (2) The reactants are C([O:8][C:9]1[CH:10]=[C:11]2[C:15](=[CH:16][CH:17]=1)[N:14]([CH3:18])[C:13]([CH:19]=[CH:20][C:21]1[CH:26]=[CH:25][CH:24]=[CH:23][CH:22]=1)=[CH:12]2)C1C=CC=CC=1. The catalyst is CCO.C1COCC1.[Pd]. The product is [CH3:18][N:14]1[C:15]2[C:11](=[CH:10][C:9]([OH:8])=[CH:17][CH:16]=2)[CH:12]=[C:13]1[CH2:19][CH2:20][C:21]1[CH:26]=[CH:25][CH:24]=[CH:23][CH:22]=1. The yield is 0.728. (3) The reactants are [CH3:1][NH:2][C:3]1[CH:8]=[CH:7][C:6]([N+:9]([O-:11])=[O:10])=[CH:5][CH:4]=1.[C:12](O[C:12]([O:14][C:15]([CH3:18])([CH3:17])[CH3:16])=[O:13])([O:14][C:15]([CH3:18])([CH3:17])[CH3:16])=[O:13]. The catalyst is C1COCC1.CN(C1C=CN=CC=1)C. The product is [CH3:1][N:2]([C:3]1[CH:4]=[CH:5][C:6]([N+:9]([O-:11])=[O:10])=[CH:7][CH:8]=1)[C:12](=[O:13])[O:14][C:15]([CH3:18])([CH3:17])[CH3:16]. The yield is 1.00.